This data is from Full USPTO retrosynthesis dataset with 1.9M reactions from patents (1976-2016). The task is: Predict the reactants needed to synthesize the given product. (1) Given the product [Cl:8][C:4]1[CH:5]=[CH:6][CH:7]=[C:2]([Cl:1])[C:3]=1[S:9]([CH2:12][C:13]1[C:17]([CH2:18][O:19][C:20]2[CH:21]=[CH:22][C:23]([C:26]3[CH:27]=[C:28]4[C:33](=[CH:34][CH:35]=3)[N:32]=[C:31]([C:36]([OH:38])=[O:37])[CH:30]=[CH:29]4)=[CH:24][CH:25]=2)=[C:16]([CH:41]([CH3:43])[CH3:42])[O:15][N:14]=1)(=[O:10])=[O:11], predict the reactants needed to synthesize it. The reactants are: [Cl:1][C:2]1[CH:7]=[CH:6][CH:5]=[C:4]([Cl:8])[C:3]=1[S:9]([CH2:12][C:13]1[C:17]([CH2:18][O:19][C:20]2[CH:25]=[CH:24][C:23]([C:26]3[CH:27]=[C:28]4[C:33](=[CH:34][CH:35]=3)[N:32]=[C:31]([C:36]([O:38]CC)=[O:37])[CH:30]=[CH:29]4)=[CH:22][CH:21]=2)=[C:16]([CH:41]([CH3:43])[CH3:42])[O:15][N:14]=1)(=[O:11])=[O:10].O1CCCC1.CO.[OH-].[Na+]. (2) Given the product [C:1]1([C:30]2[CH:31]=[CH:32][CH:33]=[CH:34][CH:35]=2)[C:2]([C:7]([N:9]2[CH2:14][CH:13]([NH:36][CH2:37][CH2:38][OH:39])[CH2:12][CH2:11][CH:10]2[CH2:16][NH:17][C:18]([C:20]2[CH:21]=[CH:22][CH:23]=[C:24]3[C:29]=2[N:28]=[CH:27][CH:26]=[CH:25]3)=[O:19])=[O:8])=[CH:3][CH:4]=[CH:5][CH:6]=1, predict the reactants needed to synthesize it. The reactants are: [C:1]1([C:30]2[CH:35]=[CH:34][CH:33]=[CH:32][CH:31]=2)[C:2]([C:7]([N:9]2[CH2:14][C:13](=O)[CH2:12][CH2:11][CH:10]2[CH2:16][NH:17][C:18]([C:20]2[CH:21]=[CH:22][CH:23]=[C:24]3[C:29]=2[N:28]=[CH:27][CH:26]=[CH:25]3)=[O:19])=[O:8])=[CH:3][CH:4]=[CH:5][CH:6]=1.[NH2:36][CH2:37][CH2:38][OH:39]. (3) Given the product [OH:34][NH:33][C:5](=[O:6])[C@@H:4]([OH:3])[C@@H:8]([C:13]([N:15]1[CH2:20][CH2:19][N:18]([C:21]2[CH:26]=[C:25]([C:27]([F:28])([F:30])[F:29])[CH:24]=[CH:23][N:22]=2)[CH2:17][C@H:16]1[CH3:31])=[O:14])[CH2:9][CH:10]([CH3:11])[CH3:12], predict the reactants needed to synthesize it. The reactants are: CC1(C)[O:6][C:5](=O)[C@H:4]([C@@H:8]([C:13]([N:15]2[CH2:20][CH2:19][N:18]([C:21]3[CH:26]=[C:25]([C:27]([F:30])([F:29])[F:28])[CH:24]=[CH:23][N:22]=3)[CH2:17][C@H:16]2[CH3:31])=[O:14])[CH2:9][CH:10]([CH3:12])[CH3:11])[O:3]1.[NH2:33][OH:34]. (4) Given the product [C:23]([CH2:22][N:21]([CH3:20])[C:17]([C:15]1[CH:16]=[C:11]([C:5]2[CH:4]=[C:3]([CH2:1][CH3:2])[C:8](=[O:9])[NH:7][C:6]=2[CH3:10])[CH:12]=[N:13][CH:14]=1)=[O:19])(=[O:24])[NH2:25], predict the reactants needed to synthesize it. The reactants are: [CH2:1]([C:3]1[C:8](=[O:9])[NH:7][C:6]([CH3:10])=[C:5]([C:11]2[CH:12]=[N:13][CH:14]=[C:15]([C:17]([OH:19])=O)[CH:16]=2)[CH:4]=1)[CH3:2].[CH3:20][NH:21][CH2:22][C:23]([NH2:25])=[O:24]. (5) Given the product [F:28][C:22]([F:27])([C:23]([F:26])([F:24])[F:25])[C:21]([NH:20][CH2:19][CH2:18][CH2:17][CH2:16][N:15]1[CH2:14][C:10]2[N:9]3[C:5](=[CH:6][N:7]=[C:8]3[CH:13]=[CH:12][CH:11]=2)[C:30]1=[O:32])=[O:29], predict the reactants needed to synthesize it. The reactants are: ClC(Cl)(Cl)C([C:5]1[N:9]2[C:10]([CH2:14][N:15]([C:30]([O:32]C(C)(C)C)=O)[CH2:16][CH2:17][CH2:18][CH2:19][NH:20][C:21](=[O:29])[C:22]([F:28])([F:27])[C:23]([F:26])([F:25])[F:24])=[CH:11][CH:12]=[CH:13][C:8]2=[N:7][CH:6]=1)=O.Cl.